From a dataset of Catalyst prediction with 721,799 reactions and 888 catalyst types from USPTO. Predict which catalyst facilitates the given reaction. (1) Reactant: Br[C:2]1[CH:3]=[C:4]([CH:37]=[CH:38][CH:39]=1)[CH2:5][N:6]1[CH:11]([C:12]2[CH:17]=[CH:16][C:15]([C:18]#[N:19])=[CH:14][CH:13]=2)[C:10]([C:20]([O:22][CH2:23][CH3:24])=[O:21])=[C:9]([CH3:25])[N:8]([C:26]2[CH:31]=[CH:30][CH:29]=[C:28]([C:32]([F:35])([F:34])[F:33])[CH:27]=2)[C:7]1=[O:36].[S:40]1[CH:44]=[CH:43][CH:42]=[C:41]1B(O)O.C(=O)([O-])[O-].[Na+].[Na+]. Product: [C:18]([C:15]1[CH:14]=[CH:13][C:12]([CH:11]2[C:10]([C:20]([O:22][CH2:23][CH3:24])=[O:21])=[C:9]([CH3:25])[N:8]([C:26]3[CH:31]=[CH:30][CH:29]=[C:28]([C:32]([F:33])([F:34])[F:35])[CH:27]=3)[C:7](=[O:36])[N:6]2[CH2:5][C:4]2[CH:37]=[CH:38][CH:39]=[C:2]([C:41]3[S:40][CH:44]=[CH:43][CH:42]=3)[CH:3]=2)=[CH:17][CH:16]=1)#[N:19]. The catalyst class is: 558. (2) Reactant: [CH2:1]([O:8][C@@H:9]1[C@@H:14]([CH2:15][O:16][CH2:17][C:18]2[CH:23]=[CH:22][CH:21]=[CH:20][CH:19]=2)[O:13][C@@H:11]([OH:12])[C@@H:10]1[OH:24])[C:2]1[CH:7]=[CH:6][CH:5]=[CH:4][CH:3]=1.C([O-])([O-])=O.[K+].[K+].[CH2:31](Br)[C:32]1[CH:37]=[CH:36][CH:35]=[CH:34][CH:33]=1. Product: [CH2:31]([O:12][C@H:11]1[O:13][C@H:14]([CH2:15][O:16][CH2:17][C:18]2[CH:23]=[CH:22][CH:21]=[CH:20][CH:19]=2)[C@@H:9]([O:8][CH2:1][C:2]2[CH:7]=[CH:6][CH:5]=[CH:4][CH:3]=2)[C@H:10]1[OH:24])[C:32]1[CH:37]=[CH:36][CH:35]=[CH:34][CH:33]=1. The catalyst class is: 3. (3) Reactant: [F:1][C:2]1[CH:7]=[C:6]([F:8])[CH:5]=[CH:4][C:3]=1[C@:9]12[CH2:18][O:17][C@@H:16]([CH:19]([CH:25](OC)OC)[CH:20](OC)OC)[CH2:15][C@H:14]1[C@@H:13]([CH3:30])[S:12][C:11]([NH:31]C(=O)C1C=CC=CC=1)=[N:10]2.[CH3:40][NH:41][NH2:42].S(=O)(=O)(O)O.C(=O)(O)[O-].[Na+]. Product: [F:1][C:2]1[CH:7]=[C:6]([F:8])[CH:5]=[CH:4][C:3]=1[C:9]12[CH2:18][O:17][CH:16]([C:19]3[CH:25]=[N:42][N:41]([CH3:40])[CH:20]=3)[CH2:15][CH:14]1[CH:13]([CH3:30])[S:12][C:11]([NH2:31])=[N:10]2. The catalyst class is: 97.